This data is from NCI-60 drug combinations with 297,098 pairs across 59 cell lines. The task is: Regression. Given two drug SMILES strings and cell line genomic features, predict the synergy score measuring deviation from expected non-interaction effect. (1) Drug 1: C1C(C(OC1N2C=C(C(=O)NC2=O)F)CO)O. Drug 2: CC1=C2C(C(=O)C3(C(CC4C(C3C(C(C2(C)C)(CC1OC(=O)C(C(C5=CC=CC=C5)NC(=O)OC(C)(C)C)O)O)OC(=O)C6=CC=CC=C6)(CO4)OC(=O)C)O)C)O. Cell line: EKVX. Synergy scores: CSS=-10.3, Synergy_ZIP=4.01, Synergy_Bliss=1.11, Synergy_Loewe=-6.33, Synergy_HSA=-5.48. (2) Drug 1: CC1=C(C=C(C=C1)NC2=NC=CC(=N2)N(C)C3=CC4=NN(C(=C4C=C3)C)C)S(=O)(=O)N.Cl. Drug 2: C(CC(=O)O)C(=O)CN.Cl. Cell line: MOLT-4. Synergy scores: CSS=9.26, Synergy_ZIP=-9.81, Synergy_Bliss=-11.7, Synergy_Loewe=-12.5, Synergy_HSA=-11.8. (3) Drug 1: C1=NNC2=C1C(=O)NC=N2. Drug 2: C1CC(=O)NC(=O)C1N2C(=O)C3=CC=CC=C3C2=O. Cell line: RXF 393. Synergy scores: CSS=-0.119, Synergy_ZIP=0.621, Synergy_Bliss=0.263, Synergy_Loewe=-1.98, Synergy_HSA=-1.57. (4) Drug 1: C1=CC(=CC=C1CC(C(=O)O)N)N(CCCl)CCCl.Cl. Drug 2: C1C(C(OC1N2C=NC(=NC2=O)N)CO)O. Cell line: SK-MEL-2. Synergy scores: CSS=17.0, Synergy_ZIP=-4.26, Synergy_Bliss=1.64, Synergy_Loewe=-7.95, Synergy_HSA=0.505. (5) Drug 1: CC1C(C(CC(O1)OC2CC(CC3=C2C(=C4C(=C3O)C(=O)C5=C(C4=O)C(=CC=C5)OC)O)(C(=O)C)O)N)O.Cl. Drug 2: CCCCC(=O)OCC(=O)C1(CC(C2=C(C1)C(=C3C(=C2O)C(=O)C4=C(C3=O)C=CC=C4OC)O)OC5CC(C(C(O5)C)O)NC(=O)C(F)(F)F)O. Cell line: SF-539. Synergy scores: CSS=18.9, Synergy_ZIP=-6.78, Synergy_Bliss=-1.25, Synergy_Loewe=-1.00, Synergy_HSA=-0.799. (6) Drug 1: COC1=CC(=CC(=C1O)OC)C2C3C(COC3=O)C(C4=CC5=C(C=C24)OCO5)OC6C(C(C7C(O6)COC(O7)C8=CC=CS8)O)O. Drug 2: CCC1(CC2CC(C3=C(CCN(C2)C1)C4=CC=CC=C4N3)(C5=C(C=C6C(=C5)C78CCN9C7C(C=CC9)(C(C(C8N6C=O)(C(=O)OC)O)OC(=O)C)CC)OC)C(=O)OC)O.OS(=O)(=O)O. Cell line: SF-295. Synergy scores: CSS=37.5, Synergy_ZIP=0.236, Synergy_Bliss=3.22, Synergy_Loewe=6.35, Synergy_HSA=6.07.